From a dataset of Forward reaction prediction with 1.9M reactions from USPTO patents (1976-2016). Predict the product of the given reaction. (1) Given the reactants C[Si]([N-][Si](C)(C)C)(C)C.[Li+].[CH2:11]([O:13][C:14]1[CH:15]=[C:16]([C:22]([C:24]2[CH:29]=[CH:28][C:27]([O:30][CH3:31])=[C:26]([N+:32]([O-:34])=[O:33])[CH:25]=2)=O)[CH:17]=[CH:18][C:19]=1[O:20][CH3:21])[CH3:12].[CH2:35]1COC[CH2:36]1, predict the reaction product. The product is: [CH2:11]([O:13][C:14]1[CH:15]=[C:16]([C:22]([C:24]2[CH:29]=[CH:28][C:27]([O:30][CH3:31])=[C:26]([N+:32]([O-:34])=[O:33])[CH:25]=2)=[CH:35][CH3:36])[CH:17]=[CH:18][C:19]=1[O:20][CH3:21])[CH3:12]. (2) The product is: [C:34]([O:38][C:39]([N:41]1[CH2:45][CH2:44][CH2:43][CH:42]1[C:46]1[CH:51]=[CH:50][C:49]([NH2:6])=[CH:48][CH:47]=1)=[O:40])([CH3:37])([CH3:36])[CH3:35]. Given the reactants [Li+].C[Si]([N-:6][Si](C)(C)C)(C)C.C(Cl)(Cl)Cl.P(C(C)(C)C)(C(C)(C)C)C(C)(C)C.[H+].[B-](F)(F)(F)F.[C:34]([O:38][C:39]([N:41]1[CH2:45][CH2:44][CH2:43][CH:42]1[C:46]1[CH:51]=[CH:50][C:49](Br)=[CH:48][CH:47]=1)=[O:40])([CH3:37])([CH3:36])[CH3:35], predict the reaction product. (3) Given the reactants [C:1]([O:9][C@H:10]1[C@H:14]([OH:15])[CH2:13][N:12]([C:16]([O:18][CH2:19][C:20]2[CH:25]=[CH:24][CH:23]=[CH:22][CH:21]=2)=[O:17])[C@H:11]1[CH2:26][F:27])(=[O:8])[C:2]1[CH:7]=[CH:6][CH:5]=[CH:4][CH:3]=1.ClC(Cl)(Cl)C(=N)O[CH2:32][C:33]1[CH:38]=[CH:37][CH:36]=[CH:35][CH:34]=1.FC(F)(F)S(O)(=O)=O.C(=O)([O-])O.[Na+], predict the reaction product. The product is: [C:1]([O:9][C@H:10]1[C@@H:14]([O:15][CH2:32][C:33]2[CH:38]=[CH:37][CH:36]=[CH:35][CH:34]=2)[CH2:13][N:12]([C:16]([O:18][CH2:19][C:20]2[CH:25]=[CH:24][CH:23]=[CH:22][CH:21]=2)=[O:17])[C@H:11]1[CH2:26][F:27])(=[O:8])[C:2]1[CH:3]=[CH:4][CH:5]=[CH:6][CH:7]=1. (4) The product is: [Cl:1][C:2]1[CH:3]=[C:4]([NH:8][C:9]2[C:10]3=[N:11][CH:12]=[CH:13][CH:14]=[C:15]3[O:18][N:17]=2)[CH:5]=[CH:6][CH:7]=1. Given the reactants [Cl:1][C:2]1[CH:3]=[C:4]([NH:8][C:9](=[N:17][OH:18])[C:10]2[C:15](F)=[CH:14][CH:13]=[CH:12][N:11]=2)[CH:5]=[CH:6][CH:7]=1.[H-].[Na+], predict the reaction product. (5) The product is: [CH2:13]([N:15]([CH:28]1[CH2:33][CH2:32][CH2:31][C:30]([OH:34])([C:2]2[CH:3]=[N:4][CH:5]=[CH:6][CH:7]=2)[CH2:29]1)[C:16]1[CH:23]=[CH:22][C:19]([C:20]#[N:21])=[C:18]([C:24]([F:25])([F:26])[F:27])[CH:17]=1)[CH3:14]. Given the reactants Br[C:2]1[CH:3]=[N:4][CH:5]=[CH:6][CH:7]=1.[Li]CCCC.[CH2:13]([N:15]([CH:28]1[CH2:33][CH2:32][CH2:31][C:30](=[O:34])[CH2:29]1)[C:16]1[CH:23]=[CH:22][C:19]([C:20]#[N:21])=[C:18]([C:24]([F:27])([F:26])[F:25])[CH:17]=1)[CH3:14], predict the reaction product. (6) The product is: [CH3:3][N:4]([CH:5]1[CH2:25][O:26][CH2:2]1)[CH2:6][CH2:7][CH:8]([N:15]1[CH:19]=[C:18]([NH2:20])[CH:17]=[N:16]1)[C:9]1[CH:14]=[CH:13][CH:12]=[CH:11][CH:10]=1. Given the reactants F[C:2]1(F)[CH2:5][N:4]([CH2:6][CH2:7][CH:8]([N:15]2[CH:19]=[C:18]([NH2:20])[CH:17]=[N:16]2)[C:9]2[CH:14]=[CH:13][CH:12]=[CH:11][CH:10]=2)[CH2:3]1.CNC1C[O:26][CH2:25]1, predict the reaction product. (7) Given the reactants [C:1]([O:5][C:6]([N:8]1[C@@H:12]([CH2:13][NH:14][C:15]2[CH:20]=[CH:19][CH:18]=[CH:17][CH:16]=2)[CH2:11][O:10][C:9]1([CH3:22])[CH3:21])=[O:7])([CH3:4])([CH3:3])[CH3:2].C=O.[BH3-][C:26]#N.[Na+], predict the reaction product. The product is: [C:1]([O:5][C:6]([N:8]1[C@@H:12]([CH2:13][N:14]([CH3:26])[C:15]2[CH:16]=[CH:17][CH:18]=[CH:19][CH:20]=2)[CH2:11][O:10][C:9]1([CH3:22])[CH3:21])=[O:7])([CH3:4])([CH3:2])[CH3:3]. (8) Given the reactants [CH3:1][C:2]1[N:6]([CH2:7][C:8]([N:10]2[CH2:15][CH2:14][N:13]([C:16]3[CH:21]=[CH:20][CH:19]=[C:18]([N+:22]([O-])=O)[CH:17]=3)[CH2:12][CH2:11]2)=[O:9])[N:5]=[C:4]([C:25]([F:28])([F:27])[F:26])[CH:3]=1, predict the reaction product. The product is: [NH2:22][C:18]1[CH:17]=[C:16]([N:13]2[CH2:12][CH2:11][N:10]([C:8](=[O:9])[CH2:7][N:6]3[C:2]([CH3:1])=[CH:3][C:4]([C:25]([F:28])([F:27])[F:26])=[N:5]3)[CH2:15][CH2:14]2)[CH:21]=[CH:20][CH:19]=1. (9) Given the reactants Cl.C([O:6][C:7]([C:9]1[N:10]=[N:11][C:12]([C:15]2[CH:20]=[CH:19][C:18]([C:21]([CH3:39])([C:25]3[CH:30]=[CH:29][C:28]([O:31][CH2:32][C:33]4[N:38]=[CH:37][CH:36]=[CH:35][N:34]=4)=[CH:27][N:26]=3)[CH:22]([CH3:24])[CH3:23])=[CH:17][CH:16]=2)=[CH:13][CH:14]=1)=[CH2:8])CCC.C(=O)(O)[O-].[Na+].[Cl-].[Na+], predict the reaction product. The product is: [CH3:39][C:21]([C:18]1[CH:19]=[CH:20][C:15]([C:12]2[N:11]=[N:10][C:9]([C:7](=[O:6])[CH3:8])=[CH:14][CH:13]=2)=[CH:16][CH:17]=1)([C:25]1[CH:30]=[CH:29][C:28]([O:31][CH2:32][C:33]2[N:38]=[CH:37][CH:36]=[CH:35][N:34]=2)=[CH:27][N:26]=1)[CH:22]([CH3:24])[CH3:23].